Dataset: CYP1A2 inhibition data for predicting drug metabolism from PubChem BioAssay. Task: Regression/Classification. Given a drug SMILES string, predict its absorption, distribution, metabolism, or excretion properties. Task type varies by dataset: regression for continuous measurements (e.g., permeability, clearance, half-life) or binary classification for categorical outcomes (e.g., BBB penetration, CYP inhibition). Dataset: cyp1a2_veith. (1) The drug is COc1cccc(Cn2c(=O)c(-c3cccs3)nc3cnc(Nc4ccccc4)nc32)c1. The result is 0 (non-inhibitor). (2) The compound is Cc1ccc(Sc2cc(Cl)nc(N)n2)cc1. The result is 0 (non-inhibitor). (3) The molecule is COc1cc([C@@H](O)CO)ccc1OS(=O)(=O)[O-].[K+]. The result is 0 (non-inhibitor). (4) The molecule is CC(C)(C)n1nc2c(c1NC(=O)c1ccc(S(=O)(=O)N3CCCCC3)cc1)CS(=O)C2. The result is 0 (non-inhibitor). (5) The molecule is C[C@H]1C(=O)O[C@@H]2CCN3CC=C(COC(=O)[C@@](C)(O)[C@@]1(C)O)[C@H]23. The result is 0 (non-inhibitor). (6) The compound is CN[C@@H]1[C@H](O)[C@H](O)[C@H](CO)O[C@@H]1O[C@@H]1[C@H](O[C@@H]2[C@@H](O)[C@@H](O)[C@@H](N=C(N)N)[C@@H](O)[C@@H]2N=C(N)N)O[C@H](C)[C@@]1(O)C=O. The result is 0 (non-inhibitor).